Dataset: Reaction yield outcomes from USPTO patents with 853,638 reactions. Task: Predict the reaction yield, written as a fraction of the theoretical maximum amount of product (1.0 means a 100% yield; for example, 0.34 means a 34% yield). (1) The reactants are [F:1][C:2]1[CH:8]=[CH:7][C:5]([NH2:6])=[CH:4][CH:3]=1.C([O:11][C:12]([C:14]1[N:15]=[C:16]2[CH:21]=[CH:20][C:19]([N:22]3[CH2:27][CH2:26][N:25]([C:28](=[O:39])[C:29]4[CH:34]=[CH:33][CH:32]=[CH:31][C:30]=4[C:35]([F:38])([F:37])[F:36])[CH2:24][CH2:23]3)=[N:18][N:17]2[CH:40]=1)=O)C. No catalyst specified. The product is [F:1][C:2]1[CH:8]=[CH:7][C:5]([NH:6][C:12]([C:14]2[N:15]=[C:16]3[CH:21]=[CH:20][C:19]([N:22]4[CH2:23][CH2:24][N:25]([C:28](=[O:39])[C:29]5[CH:34]=[CH:33][CH:32]=[CH:31][C:30]=5[C:35]([F:36])([F:38])[F:37])[CH2:26][CH2:27]4)=[N:18][N:17]3[CH:40]=2)=[O:11])=[CH:4][CH:3]=1. The yield is 0.570. (2) The reactants are C([O-])([O-])=O.[Cs+].[Cs+].[OH:7][C:8]1[C:16]2[CH:15]=[C:14]([CH3:17])[S:13][C:12]=2[CH:11]=[C:10]([C:18]([O:20]CC)=O)[CH:9]=1.[F:23][C:24]1[CH:34]=[C:33](F)[CH:32]=[CH:31][C:25]=1[C:26]([N:28]([CH3:30])[CH3:29])=[O:27].[NH2:36][C:37]1[CH:42]=[CH:41][C:40]([CH3:43])=[CH:39][N:38]=1.CN(C(ON1N=NC2C=CC=NC1=2)=[N+](C)C)C.F[P-](F)(F)(F)(F)F. The catalyst is CN(C=O)C. The product is [CH3:29][N:28]([CH3:30])[C:26]([C:25]1[CH:31]=[CH:32][C:33]([O:7][C:8]2[C:16]3[CH:15]=[C:14]([CH3:17])[S:13][C:12]=3[CH:11]=[C:10]([C:18]([NH:36][C:37]3[CH:42]=[CH:41][C:40]([CH3:43])=[CH:39][N:38]=3)=[O:20])[CH:9]=2)=[CH:34][C:24]=1[F:23])=[O:27]. The yield is 0.170. (3) The reactants are [NH2:1][CH2:2][CH2:3][CH2:4][C@:5]([C@@H:21]1[CH2:26][CH2:25][CH2:24][N:23]([C:27]([O:29][C:30]([CH3:33])([CH3:32])[CH3:31])=[O:28])[CH2:22]1)([C:7]1[CH:12]=[CH:11][CH:10]=[C:9]([Cl:13])[C:8]=1[C:14]1[CH:19]=[CH:18][CH:17]=[C:16]([CH3:20])[CH:15]=1)[OH:6].CCN(CC)CC.Cl[C:42]([O:44][CH3:45])=[O:43]. The catalyst is C(Cl)Cl.CN(C)C1C=CN=CC=1. The product is [Cl:13][C:9]1[C:8]([C:14]2[CH:19]=[CH:18][CH:17]=[C:16]([CH3:20])[CH:15]=2)=[C:7]([C@:5]([C@@H:21]2[CH2:26][CH2:25][CH2:24][N:23]([C:27]([O:29][C:30]([CH3:33])([CH3:32])[CH3:31])=[O:28])[CH2:22]2)([OH:6])[CH2:4][CH2:3][CH2:2][NH:1][C:42]([O:44][CH3:45])=[O:43])[CH:12]=[CH:11][CH:10]=1. The yield is 0.780.